This data is from Full USPTO retrosynthesis dataset with 1.9M reactions from patents (1976-2016). The task is: Predict the reactants needed to synthesize the given product. The reactants are: Br[C:2]1[C:7]([CH:8]([CH3:10])[CH3:9])=[C:6]([O:11][CH3:12])[N:5]=[C:4]([CH3:13])[C:3]=1[CH2:14][CH:15]1[CH2:17][CH2:16]1.[C:18]([C:20]1[CH:21]=[C:22]([SH:28])[CH:23]=[C:24]([C:26]#[N:27])[CH:25]=1)#[N:19].C(=O)([O-])[O-].[Cs+].[Cs+]. Given the product [CH:15]1([CH2:14][C:3]2[C:4]([CH3:13])=[N:5][C:6]([O:11][CH3:12])=[C:7]([CH:8]([CH3:10])[CH3:9])[C:2]=2[S:28][C:22]2[CH:21]=[C:20]([C:18]#[N:19])[CH:25]=[C:24]([CH:23]=2)[C:26]#[N:27])[CH2:17][CH2:16]1, predict the reactants needed to synthesize it.